From a dataset of Reaction yield outcomes from USPTO patents with 853,638 reactions. Predict the reaction yield, written as a fraction of the theoretical maximum amount of product (1.0 means a 100% yield; for example, 0.34 means a 34% yield). (1) The reactants are Br[C:2]1[CH:3]=[CH:4][C:5]2[C:6]3[NH:18][N:17]=[CH:16][C:7]=3[C:8](=[O:15])[N:9]([CH:12]([CH3:14])[CH3:13])[C:10]=2[CH:11]=1.C(=O)([O-])[O-].[Cs+].[Cs+].CC1(C)C(C)(C)OB([C:33]2[CH:38]=[CH:37][N:36]=[CH:35][CH:34]=2)O1. The catalyst is CN(C=O)C.CCOC(C)=O.C1COCC1.C1C=CC(P(C2C=CC=CC=2)[C-]2C=CC=C2)=CC=1.C1C=CC(P(C2C=CC=CC=2)[C-]2C=CC=C2)=CC=1.Cl[Pd]Cl.[Fe+2]. The product is [CH3:13][CH:12]([N:9]1[C:10]2[CH:11]=[C:2]([C:33]3[CH:38]=[CH:37][N:36]=[CH:35][CH:34]=3)[CH:3]=[CH:4][C:5]=2[C:6]2[NH:18][N:17]=[CH:16][C:7]=2[C:8]1=[O:15])[CH3:14]. The yield is 0.190. (2) The reactants are [Br:1][C:2]1[CH:19]=[CH:18][C:5]([CH2:6][NH:7][C:8](=[O:17])[C:9]2[CH:14]=[CH:13][C:12]([Cl:15])=[CH:11][C:10]=2[OH:16])=[C:4]([F:20])[CH:3]=1.C([O-])([O-])=O.[K+].[K+].Br[CH2:28][C:29]([O:31][CH2:32][CH3:33])=[O:30]. The catalyst is CC(C)=O. The product is [CH2:32]([O:31][C:29](=[O:30])[CH2:28][O:16][C:10]1[CH:11]=[C:12]([Cl:15])[CH:13]=[CH:14][C:9]=1[C:8](=[O:17])[NH:7][CH2:6][C:5]1[CH:18]=[CH:19][C:2]([Br:1])=[CH:3][C:4]=1[F:20])[CH3:33]. The yield is 0.940. (3) The reactants are [F:1][C:2]1[CH:3]=[C:4]([CH:7]=[CH:8][C:9]=1[OH:10])[CH:5]=[O:6].C(Cl)Cl.N1C=CC=CC=1.[N:20]1([C:26](Cl)=[O:27])[CH2:25][CH2:24][O:23][CH2:22][CH2:21]1. The catalyst is O. The product is [N:20]1([C:26]([O:10][C:9]2[CH:8]=[CH:7][C:4]([CH:5]=[O:6])=[CH:3][C:2]=2[F:1])=[O:27])[CH2:25][CH2:24][O:23][CH2:22][CH2:21]1. The yield is 0.870. (4) The reactants are [CH3:1][C:2]1[C:9]([N+:10]([O-:12])=[O:11])=[CH:8][CH:7]=[CH:6][C:3]=1[CH2:4][OH:5]. The catalyst is C(Cl)(Cl)Cl.[O-2].[Mn+4].[O-2]. The product is [CH3:1][C:2]1[C:9]([N+:10]([O-:12])=[O:11])=[CH:8][CH:7]=[CH:6][C:3]=1[CH:4]=[O:5]. The yield is 0.770. (5) The reactants are [C:1]1([C:7]2([C:10]([O:12][CH3:13])=[O:11])[CH2:9][CH2:8]2)[CH:6]=[CH:5][CH:4]=[CH:3][CH:2]=1.[Cl:14][S:15](O)(=[O:17])=[O:16]. The catalyst is ClCCl. The product is [Cl:14][S:15]([C:4]1[CH:5]=[CH:6][C:1]([C:7]2([C:10]([O:12][CH3:13])=[O:11])[CH2:9][CH2:8]2)=[CH:2][CH:3]=1)(=[O:17])=[O:16]. The yield is 0.520. (6) The reactants are [F:1][C:2]1[CH:7]=[CH:6][C:5]([C:8]([CH3:20])([CH3:19])[CH2:9][NH:10][C:11]2[CH:18]=[CH:17][C:14]([C:15]#[N:16])=[CH:13][N:12]=2)=[CH:4][CH:3]=1.C([O-])([O-])=[O:22].[K+].[K+].OO. The catalyst is CS(C)=O.CCOC(C)=O. The product is [F:1][C:2]1[CH:7]=[CH:6][C:5]([C:8]([CH3:20])([CH3:19])[CH2:9][NH:10][C:11]2[CH:18]=[CH:17][C:14]([C:15]([NH2:16])=[O:22])=[CH:13][N:12]=2)=[CH:4][CH:3]=1. The yield is 0.770. (7) The reactants are [OH:1][N:2]=[C:3](Cl)[C:4]1[C:8]([NH:9][CH2:10][CH2:11][O:12][CH3:13])=[N:7][O:6][N:5]=1.[Br:15][C:16]1[CH:17]=[C:18]([CH:20]=[CH:21][C:22]=1[F:23])[NH2:19].C(=O)(O)[O-].[Na+]. The catalyst is O. The product is [Br:15][C:16]1[CH:17]=[C:18]([NH:19][C:3]([C:4]2[C:8]([NH:9][CH2:10][CH2:11][O:12][CH3:13])=[N:7][O:6][N:5]=2)=[N:2][OH:1])[CH:20]=[CH:21][C:22]=1[F:23]. The yield is 0.980.